Dataset: Retrosynthesis with 50K atom-mapped reactions and 10 reaction types from USPTO. Task: Predict the reactants needed to synthesize the given product. (1) Given the product Nc1cccc(Oc2cnc(Cl)c(F)c2)c1, predict the reactants needed to synthesize it. The reactants are: CC(=O)Nc1cccc(Oc2cnc(Cl)c(F)c2)c1. (2) Given the product Cc1ccccc1C(=O)c1ccc(Nc2ccc(Br)cc2COCCN2C(=O)CN(C)C2=O)cc1Cl, predict the reactants needed to synthesize it. The reactants are: CN1CC(=O)NC1=O.Cc1ccccc1C(=O)c1ccc(Nc2ccc(Br)cc2COCCO)cc1Cl. (3) Given the product CC(=O)N(c1ccc(O)cc1)[C@@H]1C[C@H](C)N(C(=O)c2ccccc2)c2ccccc21, predict the reactants needed to synthesize it. The reactants are: COc1ccc(N(C(C)=O)[C@@H]2C[C@H](C)N(C(=O)c3ccccc3)c3ccccc32)cc1. (4) Given the product CCN(C(=O)CCN(CCC(F)(F)F)S(C)(=O)=O)c1cn(-c2cccnc2)nc1Cl, predict the reactants needed to synthesize it. The reactants are: CCN(C(=O)CCNCCC(F)(F)F)c1cn(-c2cccnc2)nc1Cl.CS(=O)(=O)Cl. (5) Given the product CNC(=O)c1cn(C)c2cc(O)ccc12, predict the reactants needed to synthesize it. The reactants are: CNC(=O)c1cn(C)c2cc(OC)ccc12. (6) The reactants are: CCOC(=O)C=P(c1ccccc1)(c1ccccc1)c1ccccc1.O=C1OC(=O)c2cc(Cl)c(Cl)cc21. Given the product CCOC(=O)C=C1OC(=O)c2cc(Cl)c(Cl)cc21, predict the reactants needed to synthesize it.